Dataset: Full USPTO retrosynthesis dataset with 1.9M reactions from patents (1976-2016). Task: Predict the reactants needed to synthesize the given product. (1) Given the product [Cl:36][C:35]1[C:30]([CH2:29][NH:28][C:11]([CH:13]2[CH2:16][N:15]([C:17]([O:19][CH2:20][C:21]3[CH:26]=[CH:25][CH:24]=[CH:23][CH:22]=3)=[O:18])[CH2:14]2)=[O:12])=[N:31][CH:32]=[CH:33][N:34]=1, predict the reactants needed to synthesize it. The reactants are: C(N(CC)C(C)C)(C)C.Cl[C:11]([CH:13]1[CH2:16][N:15]([C:17]([O:19][CH2:20][C:21]2[CH:26]=[CH:25][CH:24]=[CH:23][CH:22]=2)=[O:18])[CH2:14]1)=[O:12].Cl.[NH2:28][CH2:29][C:30]1[C:35]([Cl:36])=[N:34][CH:33]=[CH:32][N:31]=1. (2) Given the product [CH3:42][N:43]([CH3:44])[CH2:33][CH2:32][O:31][C:27]1[C:26]([O:39][CH3:40])=[C:25]2[C:30]([C:21]([N:17]3[CH2:16][C:15]4[CH:41]=[C:11]([C:8]5[CH:9]=[CH:10][C:4]6[N:3]=[C:2]([CH3:1])[NH:6][C:5]=6[CH:7]=5)[CH:12]=[CH:13][C:14]=4[O:20][CH2:19][CH2:18]3)=[N:22][CH:23]=[N:24]2)=[CH:29][CH:28]=1, predict the reactants needed to synthesize it. The reactants are: [CH3:1][C:2]1[NH:6][C:5]2[CH:7]=[C:8]([C:11]3[CH:12]=[CH:13][C:14]4[O:20][CH2:19][CH2:18][N:17]([C:21]5[C:30]6[C:25](=[C:26]([O:39][CH3:40])[C:27]([O:31][CH2:32][C:33]7C=CC=CC=7)=[CH:28][CH:29]=6)[N:24]=[CH:23][N:22]=5)[CH2:16][C:15]=4[CH:41]=3)[CH:9]=[CH:10][C:4]=2[N:3]=1.[CH3:42][N:43](CCCl)[CH3:44]. (3) Given the product [Cl:16][CH2:2][CH2:1][O:3][CH2:4][C:5]([O:7][CH2:8][CH3:9])=[O:6], predict the reactants needed to synthesize it. The reactants are: [CH2:1]([O:3][CH:4](OCC)[C:5]([O:7][CH2:8][CH3:9])=[O:6])[CH3:2].C([Cl:16])(=O)C.II. (4) Given the product [C:52]([OH:59])(=[O:58])/[CH:53]=[CH:54]\[C:55]([OH:57])=[O:56].[C:52]([OH:59])(=[O:58])/[CH:53]=[CH:54]\[C:55]([OH:57])=[O:56].[NH2:9][C:10]1[N:15]=[CH:14][N:13]=[C:12]2[N:16]([CH:40]3[CH2:45][CH2:44][N:43]([CH2:46][C:47]4[N:48]=[CH:49][NH:50][CH:51]=4)[CH2:42][CH2:41]3)[N:17]=[C:18]([C:19]3[CH:24]=[CH:23][C:22]([NH:25][C:26]([C:28]4[N:29]([CH3:37])[C:30]5[C:35]([CH:36]=4)=[CH:34][CH:33]=[CH:32][CH:31]=5)=[O:27])=[C:21]([O:38][CH3:39])[CH:20]=3)[C:11]=12, predict the reactants needed to synthesize it. The reactants are: C(O)(=O)C.C(O)(=O)C.[NH2:9][C:10]1[N:15]=[CH:14][N:13]=[C:12]2[N:16]([CH:40]3[CH2:45][CH2:44][N:43]([CH2:46][C:47]4[N:48]=[CH:49][NH:50][CH:51]=4)[CH2:42][CH2:41]3)[N:17]=[C:18]([C:19]3[CH:24]=[CH:23][C:22]([NH:25][C:26]([C:28]4[N:29]([CH3:37])[C:30]5[C:35]([CH:36]=4)=[CH:34][CH:33]=[CH:32][CH:31]=5)=[O:27])=[C:21]([O:38][CH3:39])[CH:20]=3)[C:11]=12.[C:52]([OH:59])(=[O:58])/[CH:53]=[CH:54]\[C:55]([OH:57])=[O:56]. (5) The reactants are: N[N:2]1[C:10]2[C:5](=[CH:6][CH:7]=[CH:8][CH:9]=2)[CH2:4][CH2:3]1.[C:11]1(=O)[CH2:17][CH2:16][CH2:15][CH2:14][CH2:13][CH2:12]1.S(=O)(=O)(O)O. Given the product [CH:8]1[CH:7]=[CH:6][C:5]2[CH2:4][CH2:3][N:2]3[C:10]=2[C:9]=1[C:11]1[CH2:17][CH2:16][CH2:15][CH2:14][CH2:13][C:12]=13, predict the reactants needed to synthesize it. (6) Given the product [NH:7]1[CH:11]=[C:10]([C:12]2[CH:13]=[CH:14][C:15]3[N:16]([C:18]([S:21][C:22]4[CH:23]=[C:24]5[C:29](=[CH:30][CH:31]=4)[N:28]=[CH:27][CH:26]=[CH:25]5)=[N:19][N:20]=3)[N:17]=2)[CH:9]=[N:8]1, predict the reactants needed to synthesize it. The reactants are: C[Si](C)(C)CCOC[N:7]1[CH:11]=[C:10]([C:12]2[CH:13]=[CH:14][C:15]3[N:16]([C:18]([S:21][C:22]4[CH:23]=[C:24]5[C:29](=[CH:30][CH:31]=4)[N:28]=[CH:27][CH:26]=[CH:25]5)=[N:19][N:20]=3)[N:17]=2)[CH:9]=[N:8]1.FC(F)(F)C(O)=O.C(N)CN. (7) Given the product [Br:9][C:10]1[CH:11]=[CH:12][C:13]([N:5]2[CH2:6][CH2:7][C@H:3]([N:2]([CH3:8])[CH3:1])[CH2:4]2)=[N:14][CH:15]=1, predict the reactants needed to synthesize it. The reactants are: [CH3:1][N:2]([CH3:8])[C@H:3]1[CH2:7][CH2:6][NH:5][CH2:4]1.[Br:9][C:10]1[CH:11]=[CH:12][C:13](F)=[N:14][CH:15]=1.C(=O)([O-])[O-].[K+].[K+]. (8) Given the product [NH2:17][C:14]1[CH:15]=[CH:16][C:8]([F:7])=[C:9]([CH:13]=1)[C:10]([NH:25][C:26]1[CH:31]=[CH:30][CH:29]=[CH:28][CH:27]=1)=[O:12], predict the reactants needed to synthesize it. The reactants are: C(Cl)(=O)C(Cl)=O.[F:7][C:8]1[CH:16]=[CH:15][C:14]([N+:17]([O-])=O)=[CH:13][C:9]=1[C:10]([OH:12])=O.CN(C=O)C.[NH2:25][C:26]1[CH:31]=[CH:30][CH:29]=[CH:28][CH:27]=1. (9) Given the product [CH3:1][O:2][C:3](=[O:21])[C:4]1[CH:9]=[CH:8][C:7]([NH:10][CH2:11][CH:12]2[CH2:13][CH2:14][CH2:15][CH2:16][CH2:17]2)=[C:6]([NH2:18])[CH:5]=1, predict the reactants needed to synthesize it. The reactants are: [CH3:1][O:2][C:3](=[O:21])[C:4]1[CH:9]=[CH:8][C:7]([NH:10][CH2:11][CH:12]2[CH2:17][CH2:16][CH2:15][CH2:14][CH2:13]2)=[C:6]([N+:18]([O-])=O)[CH:5]=1. (10) Given the product [O:4]1[C:8]2[CH:9]=[CH:10][C:11]([C:13](=[N:1][OH:2])[CH3:14])=[CH:12][C:7]=2[CH2:6][CH2:5]1, predict the reactants needed to synthesize it. The reactants are: [NH2:1][OH:2].Cl.[O:4]1[C:8]2[CH:9]=[CH:10][C:11]([C:13](=O)[CH3:14])=[CH:12][C:7]=2[CH2:6][CH2:5]1.N1C=CC=CC=1.